This data is from Full USPTO retrosynthesis dataset with 1.9M reactions from patents (1976-2016). The task is: Predict the reactants needed to synthesize the given product. The reactants are: [N:1]1([C:7]2[CH:12]=[CH:11][C:10]([C:13](=[O:15])[CH3:14])=[CH:9][CH:8]=2)[CH2:6][CH2:5][NH:4][CH2:3][CH2:2]1.[O:16](C(OC(C)(C)C)=O)[C:17]([O:19][C:20]([CH3:23])([CH3:22])[CH3:21])=O. Given the product [C:20]([O:19][C:17]([N:4]1[CH2:5][CH2:6][N:1]([C:7]2[CH:8]=[CH:9][C:10]([C:13](=[O:15])[CH3:14])=[CH:11][CH:12]=2)[CH2:2][CH2:3]1)=[O:16])([CH3:23])([CH3:22])[CH3:21], predict the reactants needed to synthesize it.